From a dataset of Forward reaction prediction with 1.9M reactions from USPTO patents (1976-2016). Predict the product of the given reaction. (1) Given the reactants [CH:1]1[CH:6]=[CH:5][C:4]([NH:7]/[N:8]=[C:9]2/[C:10](S([O-])(=O)=O)=[CH:11][C:12]3[C:17]([C:18]/2=[O:19])=[C:16](N)[C:15](N=NC2C=CC([N+]([O-])=O)=CC=2)=[C:14](S([O-])(=O)=O)[CH:13]=3)=[CH:3][CH:2]=1.[Na+:40].[Na+].CCN(C1C=CC(C(C2C=CC([S:71]([O-:74])(=[O:73])=[O:72])=CC=2S([O-])(=O)=O)=C2C=CC(=[N+](CC)CC)C=C2)=CC=1)CC.[Na+].C1C=C2C=CC(/C(=N/NC3C=C(S([O-])(=O)=O)C=CC=3O)/C2=CC=1)=[O:89].[Na+].CC1C(=N)C(S([O-])(=O)=O)=C/C(=C(/C2C=CC(N)=C(S([O-])(=O)=O)C=2)\C2C=CC(N)=C(S(O)(=O)=O)C=2)/C=1.[Na+].[Na+].C1C(N/N=C2/C=CC(C=C/2O)=O)=CC=C(S([O-])(=O)=O)C=1.[Na+].CC(NC1C=C(S([O-])(=O)=O)C=C2C=C(S([O-])(=O)=O)/C(/C(=O)C=12)=N\NC1C=CC=CC=1)=O.[Na+].[Na+].CCN(C1C=CC(C(C2C=CC(N(CC3C=CC=C(S([O-])(=O)=O)C=3)CC)=CC=2)=C2C=CC(=[N+](C)C)C=C2)=CC=1)CC1C=CC=C(S([O-])(=O)=O)C=1.[Na+].C1C(S([O-])(=O)=O)=CC2C([O-])=C([N+]([O-])=O)C=C([N+]([O-])=O)C=2C=1.[Na+].[Na+], predict the reaction product. The product is: [CH:13]1[CH:14]=[C:15]2[CH:16]=[CH:17][C:18](/[C:9](=[N:8]\[NH:7][C:4]3[CH:3]=[C:2]([S:71]([O-:74])(=[O:73])=[O:72])[CH:1]=[CH:6][C:5]=3[OH:89])/[C:10]2=[CH:11][CH:12]=1)=[O:19].[Na+:40]. (2) Given the reactants [Br:1][C:2]1[CH:3]=[C:4]([CH:33]=[C:34]([S:36][CH2:37][CH2:38][OH:39])[CH:35]=1)[CH2:5][N:6]([CH:30]1[CH2:32][CH2:31]1)[C:7]([C@H:9]1[C@H:14]([C:15]2[CH:20]=[CH:19][N:18]([CH3:21])[C:17](=[O:22])[CH:16]=2)[CH2:13][CH2:12][N:11](C(OC(C)(C)C)=O)[CH2:10]1)=[O:8].Cl, predict the reaction product. The product is: [Br:1][C:2]1[CH:3]=[C:4]([CH:33]=[C:34]([S:36][CH2:37][CH2:38][OH:39])[CH:35]=1)[CH2:5][N:6]([CH:30]1[CH2:31][CH2:32]1)[C:7]([C@H:9]1[C@H:14]([C:15]2[CH:20]=[CH:19][N:18]([CH3:21])[C:17](=[O:22])[CH:16]=2)[CH2:13][CH2:12][NH:11][CH2:10]1)=[O:8]. (3) Given the reactants [N+:1]([C:4]1[CH:9]=[CH:8][C:7]([N:10]2[CH:14]=[CH:13][C:12]([C:15](O)=[O:16])=[C:11]2[C:18]2[CH:23]=[CH:22][CH:21]=[CH:20][CH:19]=2)=[CH:6][CH:5]=1)([O-:3])=[O:2].[C:24]([O:28][C:29]([N:31]1[CH2:36][CH2:35][NH:34][CH:33]([CH2:37][C:38]2[CH:43]=[CH:42][CH:41]=[CH:40][CH:39]=2)[CH2:32]1)=[O:30])([CH3:27])([CH3:26])[CH3:25].CCN=C=NCCCN(C)C.Cl.C1C=CC2N(O)N=NC=2C=1.C(=O)(O)[O-].[Na+], predict the reaction product. The product is: [C:24]([O:28][C:29]([N:31]1[CH2:36][CH2:35][N:34]([C:15]([C:12]2[CH:13]=[CH:14][N:10]([C:7]3[CH:6]=[CH:5][C:4]([N+:1]([O-:3])=[O:2])=[CH:9][CH:8]=3)[C:11]=2[C:18]2[CH:19]=[CH:20][CH:21]=[CH:22][CH:23]=2)=[O:16])[CH:33]([CH2:37][C:38]2[CH:39]=[CH:40][CH:41]=[CH:42][CH:43]=2)[CH2:32]1)=[O:30])([CH3:27])([CH3:25])[CH3:26]. (4) Given the reactants C(OC(=O)[N:7]([C:19]1[CH:24]=[CH:23][C:22]([CH:25](O)[C:26]2[C:34]3[C:29](=[N:30][CH:31]=[C:32]([O:35][Si:36]([CH:43]([CH3:45])[CH3:44])([CH:40]([CH3:42])[CH3:41])[CH:37]([CH3:39])[CH3:38])[CH:33]=3)[NH:28][CH:27]=2)=[CH:21][N:20]=1)[CH2:8][C:9]1[CH:14]=[CH:13][C:12]([C:15]([F:18])([F:17])[F:16])=[CH:11][CH:10]=1)(C)(C)C.FC(F)(F)C(O)=O.C([SiH](CC)CC)C, predict the reaction product. The product is: [F:17][C:15]([F:16])([F:18])[C:12]1[CH:13]=[CH:14][C:9]([CH2:8][NH:7][C:19]2[CH:24]=[CH:23][C:22]([CH2:25][C:26]3[C:34]4[C:29](=[N:30][CH:31]=[C:32]([O:35][Si:36]([CH:40]([CH3:42])[CH3:41])([CH:37]([CH3:38])[CH3:39])[CH:43]([CH3:44])[CH3:45])[CH:33]=4)[NH:28][CH:27]=3)=[CH:21][N:20]=2)=[CH:10][CH:11]=1. (5) Given the reactants [CH3:1][N:2]([C:6]1[CH:11]=[CH:10][CH:9]=[CH:8][CH:7]=1)[C:3](Cl)=[O:4].[NH2:12][CH2:13][CH2:14][CH2:15][CH2:16][N:17]1[C:25]2[C:24]([CH3:26])=[CH:23][N:22]=[C:21]([NH2:27])[C:20]=2[N:19]=[C:18]1[CH2:28][O:29][CH2:30][CH3:31], predict the reaction product. The product is: [NH2:27][C:21]1[C:20]2[N:19]=[C:18]([CH2:28][O:29][CH2:30][CH3:31])[N:17]([CH2:16][CH2:15][CH2:14][CH2:13][NH:12][C:3](=[O:4])[N:2]([CH3:1])[C:6]3[CH:11]=[CH:10][CH:9]=[CH:8][CH:7]=3)[C:25]=2[C:24]([CH3:26])=[CH:23][N:22]=1. (6) Given the reactants [C:1]([C:3]1[CH:4]=[N:5][C:6]([NH:21][CH2:22][C:23]2[CH:28]=[CH:27][C:26](B3OC(C)(C)C(C)(C)O3)=[CH:25][CH:24]=2)=[C:7]([CH:20]=1)[C:8]([NH:10][C@H:11]([C:13]1[CH:18]=[CH:17][C:16]([F:19])=[CH:15][CH:14]=1)[CH3:12])=[O:9])#[N:2].Br[C:39]1[N:40]=[CH:41][C:42]([NH:45][CH2:46][CH2:47][CH2:48][N:49]([CH3:51])[CH3:50])=[N:43][CH:44]=1.CN(C)C=O.ClCCl.C(=O)([O-])[O-].[Na+].[Na+].O, predict the reaction product. The product is: [C:1]([C:3]1[CH:4]=[N:5][C:6]([NH:21][CH2:22][C:23]2[CH:28]=[CH:27][C:26]([C:39]3[CH:44]=[N:43][C:42]([NH:45][CH2:46][CH2:47][CH2:48][N:49]([CH3:51])[CH3:50])=[CH:41][N:40]=3)=[CH:25][CH:24]=2)=[C:7]([CH:20]=1)[C:8]([NH:10][C@H:11]([C:13]1[CH:18]=[CH:17][C:16]([F:19])=[CH:15][CH:14]=1)[CH3:12])=[O:9])#[N:2]. (7) Given the reactants [N+:1]([C:4]1[C:5]([NH2:24])=[N:6][C:7]([C:14]2[CH:19]=[CH:18][CH:17]=[CH:16][C:15]=2[C:20]([F:23])([F:22])[F:21])=[CH:8][C:9]=1[C:10]([F:13])([F:12])[F:11])([O-:3])=[O:2].[H-].[Na+].[C:27]([C:31]1[CH:35]=[C:34]([C:36](O)=[O:37])[O:33][N:32]=1)([CH3:30])([CH3:29])[CH3:28].C(Cl)(=O)C(Cl)=O, predict the reaction product. The product is: [N+:1]([C:4]1[C:5]([NH:24][C:36]([C:34]2[O:33][N:32]=[C:31]([C:27]([CH3:30])([CH3:29])[CH3:28])[CH:35]=2)=[O:37])=[N:6][C:7]([C:14]2[CH:19]=[CH:18][CH:17]=[CH:16][C:15]=2[C:20]([F:23])([F:21])[F:22])=[CH:8][C:9]=1[C:10]([F:11])([F:12])[F:13])([O-:3])=[O:2]. (8) Given the reactants [F:1][C:2]([F:14])([F:13])[O:3][C:4]1[CH:12]=[CH:11][CH:10]=[CH:9][C:5]=1[C:6](O)=O.S(Cl)(Cl)=O.CN(C)[CH:21]=[O:22].[C:24]1([OH:30])[CH:29]=[CH:28][CH:27]=[CH:26][CH:25]=1, predict the reaction product. The product is: [F:1][C:2]([F:14])([F:13])[O:3][C:4]1[CH:12]=[CH:11][CH:10]=[CH:9][C:5]=1[C:6]1[CH:25]=[CH:26][CH:27]=[CH:28][C:29]=1[C:24]([O:22][C:21]1[CH:11]=[CH:12][CH:4]=[CH:5][CH:6]=1)=[O:30]. (9) The product is: [F:13][C:14]1[CH:19]=[CH:18][C:17]([N:20]2[CH2:26][CH2:25][CH2:24][CH:23]([C:27](=[N:2][OH:3])[NH2:28])[CH2:22][C:21]2=[O:29])=[CH:16][CH:15]=1. Given the reactants Cl.[NH2:2][OH:3].CCN(C(C)C)C(C)C.[F:13][C:14]1[CH:19]=[CH:18][C:17]([N:20]2[CH2:26][CH2:25][CH2:24][CH:23]([C:27]#[N:28])[CH2:22][C:21]2=[O:29])=[CH:16][CH:15]=1, predict the reaction product.